Task: Regression. Given two drug SMILES strings and cell line genomic features, predict the synergy score measuring deviation from expected non-interaction effect.. Dataset: NCI-60 drug combinations with 297,098 pairs across 59 cell lines (1) Drug 1: C1=NC2=C(N=C(N=C2N1C3C(C(C(O3)CO)O)O)F)N. Drug 2: CC1=C(C=C(C=C1)C(=O)NC2=CC(=CC(=C2)C(F)(F)F)N3C=C(N=C3)C)NC4=NC=CC(=N4)C5=CN=CC=C5. Cell line: PC-3. Synergy scores: CSS=-0.959, Synergy_ZIP=-0.0805, Synergy_Bliss=0.340, Synergy_Loewe=-3.67, Synergy_HSA=-3.05. (2) Drug 1: CN(C)N=NC1=C(NC=N1)C(=O)N. Drug 2: B(C(CC(C)C)NC(=O)C(CC1=CC=CC=C1)NC(=O)C2=NC=CN=C2)(O)O. Cell line: SK-MEL-28. Synergy scores: CSS=-3.32, Synergy_ZIP=2.64, Synergy_Bliss=1.43, Synergy_Loewe=-2.22, Synergy_HSA=-1.96.